Task: Regression. Given a target protein amino acid sequence and a drug SMILES string, predict the binding affinity score between them. We predict pIC50 (pIC50 = -log10(IC50 in M); higher means more potent). Dataset: bindingdb_ic50.. Dataset: Drug-target binding data from BindingDB using IC50 measurements (1) The compound is O=C(NC1CC1)c1ccc(O)cc1OC[C@@H](O)CN1CCC2(CC1)Cc1cc(Cl)ccc1O2. The target protein sequence is MEISNITETYPTTTEYDYGDSTPCQKTDVRAFGAGLLPPLYSFVFIIGVVGNILVILVLMQHRRLQSMTSIYLFNLAVSDLVFLFTLPFWIDYKLKDNWVFGDAMCKLLSGFYYLGLYSEIFFIILLTIDRYLAIVHAVFSLRARTVTFGIITSIIIWALAILASIPALCFFKAQWEFTHHTCSPHFPDESLKTWKRFQALKLNLLGLILPLLVMIICYAGIIRILLRRPNEKKAKAVRLIFAITLLFFLLWTPYNLTVFVSAFQDVLFTNQCEQSKQLDLAIQVTEVIAYTHCCVNPIIYVFVGERFRKYLRQLFQRHVAIPLAKWLPFFSVDQLERTSSLTPSTGEHELSGGF. The pIC50 is 6.9. (2) The compound is CC(C)(C)c1cc(-c2nc3cc(C(=N)N)ccc3[nH]2)c(O)c(C(C)(C)C)c1. The target protein (P16497) has sequence MEQDTQHVKPLQTKTDIHAVLASNGRIIYISANSKLHLGYLQGEMIGSFLKTFLHEEDQFLVESYFYNEHHLMPCTFRFIKKDHTIVWVEAAVEIVTTRAERTEREIILKMKVLEEETGHQSLNCEKHEIEPASPESTTYITDDYERLVENLPSPLCISVKGKIVYVNSAMLSMLGAKSKDAIIGKSSYEFIEEEYHDIVKNRIIRMQKGMEVGMIEQTWKRLDGTPVHLEVKASPTVYKNQQAELLLLIDISSRKKFQTILQKSRERYQLLIQNSIDTIAVIHNGKWVFMNESGISLFEAATYEDLIGKNIYDQLHPCDHEDVKERIQNIAEQKTESEIVKQSWFTFQNRVIYTEMVCIPTTFFGEAAVQVILRDISERKQTEELMLKSEKLSIAGQLAAGIAHEIRNPLTAIKGFLQLMKPTMEGNEHYFDIVFSELSRIELILSELLMLAKPQQNAVKEYLNLKKLIGEVSALLETQANLNGIFIRTSYEKDSIYIN.... The pIC50 is 4.9. (3) The drug is O=[N+]([O-])c1ccc(Cc2cccnc2)c(OCCc2ccccc2)c1. The target protein (P15393) has sequence MALRVTADVWLARPWQCLHRTRALGTTAKVAPKTLKPFEAIPQYSRNKWLKMIQILREQGQENLHLEMHQAFQELGPIFRHSAGGAQIVSVMLPEDAEKLHQVESILPHRMPLEPWVAHRELRGLRRGVFLLNGADWRFNRLQLNPNMLSPKAIQSFVPFVDVVARDFVENLKKRMLENVHGSMSINIQSNMFNYTMEASHFVISGERLGLTGHDLKPESVTFTHALHSMFKSTTQLMFLPKSLTRWTSTRVWKEHFDSWDIISEYVTKCIKNVYRELAEGRQQSWSVISEMVAQSTLSMDAIHANSMELIAGSVDTTAISLVMTLFELARNPDVQQALRQESLAAEASIVANPQKAMSDLPLLRAALKETLRLYPVGSFVERIVHSDLVLQNYHVPAGTFVIIYLYSMGRNPAVFPRPERYMPQRWLERKRSFQHLAFGFGVRQCLGRRLAEVEMLLLLHHMLKTFQVETLRQEDMQMVFRFLLMPSSSPFLTFRPVS. The pIC50 is 6.2. (4) The drug is CCCCN(CCCC)c1nc(-c2cccn2Cc2ccccc2)nc(N2CCCCCC2)n1. The target protein (P00817) has sequence MTYTTRQIGAKNTLEYKVYIEKDGKPVSAFHDIPLYADKENNIFNMVVEIPRWTNAKLEITKEETLNPIIQDTKKGKLRFVRNCFPHHGYIHNYGAFPQTWEDPNVSHPETKAVGDNDPIDVLEIGETIAYTGQVKQVKALGIMALLDEGETDWKVIAIDINDPLAPKLNDIEDVEKYFPGLLRATNEWFRIYKIPDGKPENQFAFSGEAKNKKYALDIIKETHDSWKQLIAGKSSDSKGIDLTNVTLPDTPTYSKAASDAIPPASPKADAPIDKSIDKWFFISGSV. The pIC50 is 3.2.